From a dataset of Reaction yield outcomes from USPTO patents with 853,638 reactions. Predict the reaction yield, written as a fraction of the theoretical maximum amount of product (1.0 means a 100% yield; for example, 0.34 means a 34% yield). (1) The reactants are [H-].[Na+].[Cl:3][C:4]1[CH:9]=[CH:8][C:7]([C:10]2[NH:11][C:12]3[C:17]([C:18]=2[CH2:19][CH2:20][C:21]([O:23][CH3:24])=[O:22])=[CH:16]C(C(F)(F)F)=[CH:14][CH:13]=3)=[CH:6][CH:5]=1.I[CH3:30].O.[C:32]([O:35][CH2:36]C)(=[O:34])[CH3:33]. The catalyst is CN(C)C=O. The product is [Cl:3][C:4]1[CH:9]=[CH:8][C:7]([C:10]2[N:11]([CH3:30])[C:12]3[C:17]([C:18]=2[CH2:19][CH2:20][C:21]([O:23][CH3:24])=[O:22])=[CH:16][C:33]([C:32]([O:35][CH3:36])=[O:34])=[CH:14][CH:13]=3)=[CH:6][CH:5]=1. The yield is 0.690. (2) The reactants are O.[NH2:2][NH2:3].[CH3:4][O:5][C:6]1[CH:11]=[CH:10][C:9]([CH:12]([C:18]([C:20]2[CH:25]=[CH:24][C:23]([O:26][CH3:27])=[CH:22][CH:21]=2)=O)[CH:13]([OH:17])[C:14](O)=[O:15])=[CH:8][CH:7]=1. The catalyst is C(O)C. The product is [CH3:4][O:5][C:6]1[CH:11]=[CH:10][C:9]([CH:12]2[C:18]([C:20]3[CH:25]=[CH:24][C:23]([O:26][CH3:27])=[CH:22][CH:21]=3)=[N:3][NH:2][C:14](=[O:15])[CH:13]2[OH:17])=[CH:8][CH:7]=1. The yield is 0.994.